From a dataset of Forward reaction prediction with 1.9M reactions from USPTO patents (1976-2016). Predict the product of the given reaction. (1) Given the reactants Cl[S:2]([OH:5])(=O)=[O:3].[CH2:6]([C:10]1[CH:15]=[CH:14][CH:13]=[CH:12][CH:11]=1)[CH:7]([CH3:9])[CH3:8].[C:16]([NH2:20])([CH3:19])([CH3:18])[CH3:17], predict the reaction product. The product is: [C:16]([NH:20][S:2]([C:13]1[CH:14]=[CH:15][C:10]([CH2:6][CH:7]([CH3:9])[CH3:8])=[CH:11][CH:12]=1)(=[O:5])=[O:3])([CH3:19])([CH3:18])[CH3:17]. (2) The product is: [F:53][C:54]([F:59])([F:58])[C:55]([OH:57])=[O:56].[CH3:50][O:49][C:46]1[CH:45]=[CH:44][C:43]([S:40]([N:31]2[C:32]3[CH:37]=[CH:36][C:35]([C:38]#[N:39])=[CH:34][C:33]=3[N:29]([CH:22]([C:23]3[CH:24]=[CH:25][CH:26]=[CH:27][CH:28]=3)[C:21](=[O:52])[N:18]3[CH2:17][CH2:16][CH:15]([NH:14][CH:11]4[CH2:10][CH2:9][NH:8][CH2:13][CH2:12]4)[CH2:20][CH2:19]3)[C:30]2=[O:51])(=[O:41])=[O:42])=[CH:48][CH:47]=1. Given the reactants C(OC([N:8]1[CH2:13][CH2:12][CH:11]([NH:14][CH:15]2[CH2:20][CH2:19][N:18]([C:21](=[O:52])[CH:22]([N:29]3[C:33]4[CH:34]=[C:35]([C:38]#[N:39])[CH:36]=[CH:37][C:32]=4[N:31]([S:40]([C:43]4[CH:48]=[CH:47][C:46]([O:49][CH3:50])=[CH:45][CH:44]=4)(=[O:42])=[O:41])[C:30]3=[O:51])[C:23]3[CH:28]=[CH:27][CH:26]=[CH:25][CH:24]=3)[CH2:17][CH2:16]2)[CH2:10][CH2:9]1)=O)(C)(C)C.[F:53][C:54]([F:59])([F:58])[C:55]([OH:57])=[O:56], predict the reaction product.